Task: Regression. Given a peptide amino acid sequence and an MHC pseudo amino acid sequence, predict their binding affinity value. This is MHC class I binding data.. Dataset: Peptide-MHC class I binding affinity with 185,985 pairs from IEDB/IMGT (1) The peptide sequence is DGFGVHLAF. The MHC is HLA-A02:16 with pseudo-sequence HLA-A02:16. The binding affinity (normalized) is 0.0847. (2) The peptide sequence is YVYFYDLSY. The MHC is HLA-A29:02 with pseudo-sequence HLA-A29:02. The binding affinity (normalized) is 1.00. (3) The MHC is HLA-A68:02 with pseudo-sequence HLA-A68:02. The peptide sequence is VEIPNRIVF. The binding affinity (normalized) is 0.0847. (4) The peptide sequence is QQSHYADQL. The MHC is H-2-Db with pseudo-sequence H-2-Db. The binding affinity (normalized) is 0. (5) The peptide sequence is MSLLDAHIPQL. The MHC is HLA-A11:01 with pseudo-sequence HLA-A11:01. The binding affinity (normalized) is 0.0131. (6) The peptide sequence is SPGDNSAKF. The MHC is HLA-B57:01 with pseudo-sequence HLA-B57:01. The binding affinity (normalized) is 0.0847.